From a dataset of Forward reaction prediction with 1.9M reactions from USPTO patents (1976-2016). Predict the product of the given reaction. (1) Given the reactants [CH2:1]([O:8][C:9]1[CH:14]=[CH:13][C:12]([C:15]2[O:16][C:17]3[C:23]([F:24])=[C:22]([OH:25])[CH:21]=[CH:20][C:18]=3[N:19]=2)=[CH:11][C:10]=1[F:26])[C:2]1[CH:7]=[CH:6][CH:5]=[CH:4][CH:3]=1.O[CH2:28][C@@H:29]([NH:31][C:32](=[O:38])OC(C)(C)C)[CH3:30].[C:39]1(P(C2C=CC=CC=2)C2C=CC=CC=2)C=CC=CC=1.C1(C)C=CC=CC=1.N(C(OC(C)C)=O)=NC(OC(C)C)=O.Cl.C(OCC)(=O)C, predict the reaction product. The product is: [CH2:1]([O:8][C:9]1[CH:14]=[CH:13][C:12]([C:15]2[O:16][C:17]3[C:23]([F:24])=[C:22]([O:25][CH2:28][C@@H:29]([NH:31][C:32](=[O:38])[CH3:39])[CH3:30])[CH:21]=[CH:20][C:18]=3[N:19]=2)=[CH:11][C:10]=1[F:26])[C:2]1[CH:3]=[CH:4][CH:5]=[CH:6][CH:7]=1. (2) Given the reactants [C:1]([O:5][C:6](=[O:19])[NH:7][C:8]1([C:11](=[O:18])[NH:12][C:13]2([C:16]#[N:17])[CH2:15][CH2:14]2)[CH2:10][CH2:9]1)([CH3:4])([CH3:3])[CH3:2].CC[O-].[Na+].[NH4+:24].[Cl-:25].N, predict the reaction product. The product is: [ClH:25].[C:1]([O:5][C:6](=[O:19])[NH:7][C:8]1([C:11](=[O:18])[NH:12][C:13]2([C:16](=[NH:24])[NH2:17])[CH2:15][CH2:14]2)[CH2:10][CH2:9]1)([CH3:4])([CH3:2])[CH3:3].